This data is from Catalyst prediction with 721,799 reactions and 888 catalyst types from USPTO. The task is: Predict which catalyst facilitates the given reaction. (1) Reactant: [Cl-].[Cl-].[Cl-].[Al+3].[F:5][C:6]1[C:23]([NH:24][S:25]([CH2:28][CH2:29][CH3:30])(=[O:27])=[O:26])=[CH:22][CH:21]=[C:20]([F:31])[C:7]=1[C:8]([NH:10][C:11]1[CH:12]=[C:13]2[CH:19]=[CH:18][NH:17][C:14]2=[N:15][CH:16]=1)=[O:9].[C:32](Cl)(=[O:34])[CH3:33].C[N+]([O-])=O. Product: [C:32]([C:19]1[C:13]2[C:14](=[N:15][CH:16]=[C:11]([NH:10][C:8](=[O:9])[C:7]3[C:20]([F:31])=[CH:21][CH:22]=[C:23]([NH:24][S:25]([CH2:28][CH2:29][CH3:30])(=[O:27])=[O:26])[C:6]=3[F:5])[CH:12]=2)[NH:17][CH:18]=1)(=[O:34])[CH3:33]. The catalyst class is: 2. (2) The catalyst class is: 3. Reactant: [N:1]([C:4]1[CH:11]=[CH:10][C:7]([C:8]#[N:9])=[C:6]([C:12]([F:15])([F:14])[F:13])[CH:5]=1)=[C:2]=[S:3].[C:16]([C:18]1([NH:23][C:24]2[CH:31]=[CH:30][C:27]([C:28]#[N:29])=[C:26]([F:32])[CH:25]=2)[CH2:22][CH2:21][CH2:20][CH2:19]1)#N.C[OH:34].O. Product: [C:28]([C:27]1[CH:30]=[CH:31][C:24]([N:23]2[C:18]3([CH2:22][CH2:21][CH2:20][CH2:19]3)[C:16](=[O:34])[N:1]([C:4]3[CH:11]=[CH:10][C:7]([C:8]#[N:9])=[C:6]([C:12]([F:13])([F:15])[F:14])[CH:5]=3)[C:2]2=[S:3])=[CH:25][C:26]=1[F:32])#[N:29]. (3) Reactant: [Br:1][C:2]1[O:6][C:5]([C:7]2[C:11]3[CH:12]=[N:13][C:14]([C:17]([O:19]CC)=O)=[C:15]([OH:16])[C:10]=3[O:9][N:8]=2)=[CH:4][CH:3]=1.[NH2:22][CH2:23][C:24]([OH:26])=[O:25].[O-]CC.[Na+].Cl. Product: [Br:1][C:2]1[O:6][C:5]([C:7]2[C:11]3[CH:12]=[N:13][C:14]([C:17]([NH:22][CH2:23][C:24]([OH:26])=[O:25])=[O:19])=[C:15]([OH:16])[C:10]=3[O:9][N:8]=2)=[CH:4][CH:3]=1. The catalyst class is: 18. (4) The catalyst class is: 15. Product: [CH2:1]([N:8]1[C:12]([NH:13][CH:21]2[CH2:22][CH2:23][C:18]3([O:17][CH2:16][CH2:15][O:14]3)[CH2:19][CH2:20]2)=[CH:11][CH:10]=[N:9]1)[C:2]1[CH:3]=[CH:4][CH:5]=[CH:6][CH:7]=1. Reactant: [CH2:1]([N:8]1[C:12]([NH2:13])=[CH:11][CH:10]=[N:9]1)[C:2]1[CH:7]=[CH:6][CH:5]=[CH:4][CH:3]=1.[O:14]1[C:18]2([CH2:23][CH2:22][C:21](=O)[CH2:20][CH2:19]2)[O:17][CH2:16][CH2:15]1.C(O[BH-](OC(=O)C)OC(=O)C)(=O)C.[Na+]. (5) Reactant: [NH2:1][C:2]1[CH:3]=[C:4]([CH:8]=[C:9]([CH:11]=[C:12]([CH3:14])[CH3:13])[CH:10]=1)[C:5]([OH:7])=[O:6].[CH3:15][O:16][C:17]1[N:22]=[C:21]([O:23][CH3:24])[C:20]([C:25]2[CH:34]=[C:33]3[C:28]([C:29](Cl)=[C:30]([C:35]([NH2:37])=[O:36])[CH:31]=[N:32]3)=[CH:27][CH:26]=2)=[CH:19][N:18]=1. Product: [NH2:37][C:35]([C:30]1[CH:31]=[N:32][C:33]2[C:28]([C:29]=1[NH:1][C:2]1[CH:3]=[C:4]([CH:8]=[C:9]([CH:11]=[C:12]([CH3:14])[CH3:13])[CH:10]=1)[C:5]([OH:7])=[O:6])=[CH:27][CH:26]=[C:25]([C:20]1[C:21]([O:23][CH3:24])=[N:22][C:17]([O:16][CH3:15])=[N:18][CH:19]=1)[CH:34]=2)=[O:36]. The catalyst class is: 15. (6) Reactant: [F:1][C:2]1[CH:30]=[CH:29][C:5]([CH2:6][NH:7][C:8](=[O:28])[C:9]2[CH:14]=[CH:13][C:12]([S:15]([N:18]3[C:26]4[C:21](=[CH:22][CH:23]=[CH:24][CH:25]=4)[C:20]([CH3:27])=[CH:19]3)(=[O:17])=[O:16])=[CH:11][CH:10]=2)=[CH:4][CH:3]=1.[BH3-]C#N.[Na+]. The catalyst class is: 484. Product: [F:1][C:2]1[CH:3]=[CH:4][C:5]([CH2:6][NH:7][C:8](=[O:28])[C:9]2[CH:10]=[CH:11][C:12]([S:15]([N:18]3[C:26]4[C:21](=[CH:22][CH:23]=[CH:24][CH:25]=4)[CH:20]([CH3:27])[CH2:19]3)(=[O:16])=[O:17])=[CH:13][CH:14]=2)=[CH:29][CH:30]=1.